From a dataset of Reaction yield outcomes from USPTO patents with 853,638 reactions. Predict the reaction yield, written as a fraction of the theoretical maximum amount of product (1.0 means a 100% yield; for example, 0.34 means a 34% yield). (1) The reactants are [Br:1][C:2]1[C:3](F)=[C:4]2[C:10]([NH:11][C:12](=[O:23])[C:13]3[CH:18]=[CH:17][CH:16]=[C:15]([C:19]([F:22])([F:21])[F:20])[CH:14]=3)=[CH:9][NH:8][C:5]2=[N:6][CH:7]=1.[NH:25]1[CH2:30][CH2:29][CH2:28][C@@H:27]([NH:31][C:32](=[O:38])[O:33][C:34]([CH3:37])([CH3:36])[CH3:35])[CH2:26]1. The catalyst is CCCCO. The product is [Br:1][C:2]1[C:3]([N:25]2[CH2:30][CH2:29][CH2:28][C@@H:27]([NH:31][C:32](=[O:38])[O:33][C:34]([CH3:36])([CH3:35])[CH3:37])[CH2:26]2)=[C:4]2[C:10]([NH:11][C:12](=[O:23])[C:13]3[CH:18]=[CH:17][CH:16]=[C:15]([C:19]([F:22])([F:21])[F:20])[CH:14]=3)=[CH:9][NH:8][C:5]2=[N:6][CH:7]=1. The yield is 0.690. (2) The reactants are [NH2:1][C:2]1[CH:7]=[CH:6][C:5]([N+:8]([O-:10])=[O:9])=[CH:4][C:3]=1[SH:11].[N:12](OCCC(C)C)=O.Cl.C(N)(=O)C. The catalyst is CCCCO.O. The product is [N+:8]([C:5]1[CH:6]=[CH:7][C:2]2[N:1]=[N:12][S:11][C:3]=2[CH:4]=1)([O-:10])=[O:9]. The yield is 0.540. (3) The reactants are Br[C:2]1[CH:7]=[C:6]([N+:8]([O-:10])=[O:9])[CH:5]=[C:4]([F:11])[C:3]=1[NH2:12].[CH3:13][C:14]([CH3:18])([CH3:17])[C:15]#[CH:16]. The catalyst is CCN(CC)CC.[Cu]I.Cl[Pd](Cl)([P](C1C=CC=CC=1)(C1C=CC=CC=1)C1C=CC=CC=1)[P](C1C=CC=CC=1)(C1C=CC=CC=1)C1C=CC=CC=1. The product is [CH3:13][C:14]([CH3:18])([CH3:17])[C:15]#[C:16][C:2]1[CH:7]=[C:6]([N+:8]([O-:10])=[O:9])[CH:5]=[C:4]([F:11])[C:3]=1[NH2:12]. The yield is 0.360. (4) The reactants are [CH3:1][O:2][C:3]1[CH:4]=[C:5]([C:11]2[N:16]=[C:15]([N:17]3[CH2:21][CH2:20][CH2:19][CH2:18]3)[N:14]=[C:13]([CH2:22][OH:23])[CH:12]=2)[CH:6]=[CH:7][C:8]=1[O:9][CH3:10].[CH3:24][N:25]([CH3:37])[C:26]1[C:35]2[C:30](=[CH:31][CH:32]=[CH:33][CH:34]=2)[N:29]=[C:28]([Cl:36])[N:27]=1.[H-].[Na+].CN(C)C=O. The catalyst is O1CCCC1. The product is [ClH:36].[ClH:36].[CH3:1][O:2][C:3]1[CH:4]=[C:5]([C:11]2[N:16]=[C:15]([N:17]3[CH2:18][CH2:19][CH2:20][CH2:21]3)[N:14]=[C:13]([CH2:22][O:23][C:28]3[N:27]=[C:26]([N:25]([CH3:37])[CH3:24])[C:35]4[C:30](=[CH:31][CH:32]=[CH:33][CH:34]=4)[N:29]=3)[CH:12]=2)[CH:6]=[CH:7][C:8]=1[O:9][CH3:10]. The yield is 0.690. (5) The reactants are CN1CCOCC1.[O:8]1[CH2:13][CH2:12][N:11]([CH2:14][C:15]([NH:17][C@@H:18]([CH3:22])[C:19]([OH:21])=O)=[O:16])[CH2:10][CH2:9]1.[NH2:23][C@@H:24]([CH2:35][CH2:36][C:37]1[CH:42]=[CH:41][CH:40]=[CH:39][CH:38]=1)[C:25]([O:27][CH2:28][C:29]1[CH:34]=[CH:33][CH:32]=[CH:31][CH:30]=1)=[O:26].CN(C(ON1N=NC2C=CC=NC1=2)=[N+](C)C)C.F[P-](F)(F)(F)(F)F. The catalyst is ClCCl.O. The product is [O:8]1[CH2:9][CH2:10][N:11]([CH2:14][C:15]([NH:17][C@@H:18]([CH3:22])[C:19]([NH:23][C@@H:24]([CH2:35][CH2:36][C:37]2[CH:38]=[CH:39][CH:40]=[CH:41][CH:42]=2)[C:25]([O:27][CH2:28][C:29]2[CH:34]=[CH:33][CH:32]=[CH:31][CH:30]=2)=[O:26])=[O:21])=[O:16])[CH2:12][CH2:13]1. The yield is 0.710. (6) The reactants are [C:1]([CH2:3][C:4]([NH2:6])=[S:5])#[N:2].[CH3:7][CH:8]([CH3:16])[CH2:9][C:10](=O)[CH2:11][C:12](=O)[CH3:13].C(N(CC)CC)C. The catalyst is CCO. The product is [CH2:9]([C:10]1[CH:11]=[C:12]([CH3:13])[C:3]([C:1]#[N:2])=[C:4]([SH:5])[N:6]=1)[CH:8]([CH3:16])[CH3:7]. The yield is 0.610.